Dataset: Reaction yield outcomes from USPTO patents with 853,638 reactions. Task: Predict the reaction yield, written as a fraction of the theoretical maximum amount of product (1.0 means a 100% yield; for example, 0.34 means a 34% yield). (1) The reactants are S(Cl)(Cl)=O.[OH:5][C:6]1[CH:14]=[CH:13][C:9]([C:10]([OH:12])=[O:11])=[C:8]([O:15][CH3:16])[CH:7]=1.[CH3:17]O. No catalyst specified. The product is [OH:5][C:6]1[CH:14]=[CH:13][C:9]([C:10]([O:12][CH3:17])=[O:11])=[C:8]([O:15][CH3:16])[CH:7]=1. The yield is 0.990. (2) The reactants are [OH:1][C:2]1[CH:7]=[CH:6][C:5]([CH2:8][C:9]([N:11]([CH3:13])[CH3:12])=[O:10])=[CH:4][CH:3]=1.CC1C=CC(S(O[CH2:25][CH2:26][CH2:27][NH:28][C:29]2[C:30](=[O:46])[N:31]([C:42]([CH3:45])([CH3:44])[CH3:43])[S:32](=[O:41])(=[O:40])[C:33]=2[C:34]2[CH:39]=[CH:38][CH:37]=[CH:36][CH:35]=2)(=O)=O)=CC=1. No catalyst specified. The product is [C:42]([N:31]1[C:30](=[O:46])[C:29]([NH:28][CH2:27][CH2:26][CH2:25][O:1][C:2]2[CH:3]=[CH:4][C:5]([CH2:8][C:9]([N:11]([CH3:12])[CH3:13])=[O:10])=[CH:6][CH:7]=2)=[C:33]([C:34]2[CH:35]=[CH:36][CH:37]=[CH:38][CH:39]=2)[S:32]1(=[O:40])=[O:41])([CH3:43])([CH3:44])[CH3:45]. The yield is 0.590. (3) The reactants are C(OC(=O)[NH:7][C:8]1[CH:13]=[CH:12][C:11]([C:14]([N:16]2[CH2:22][C:21]3([CH3:24])[CH2:23][CH:17]2[CH2:18][C:19]([CH3:26])([CH3:25])[CH2:20]3)=[O:15])=[CH:10][CH:9]=1)(C)(C)C.[H-].[Na+].C([O:34][C:35](=[O:38])[CH2:36]Br)(C)(C)C. The catalyst is CN(C=O)C. The product is [CH3:24][C:21]12[CH2:23][CH:17]([N:16]([C:14]([C:11]3[CH:10]=[CH:9][C:8]([NH:7][CH2:36][C:35]([OH:38])=[O:34])=[CH:13][CH:12]=3)=[O:15])[CH2:22]1)[CH2:18][C:19]([CH3:25])([CH3:26])[CH2:20]2. The yield is 0.740. (4) The reactants are [Br:1][C:2]1[C:3]([Cl:13])=[C:4]([C:8]([O:10]CC)=[O:9])[S:5][C:6]=1[Br:7].[OH-].[Li+].C1COCC1.Cl. The catalyst is O. The product is [Br:1][C:2]1[C:3]([Cl:13])=[C:4]([C:8]([OH:10])=[O:9])[S:5][C:6]=1[Br:7]. The yield is 0.860. (5) The yield is 0.950. The reactants are CO[C:3](=[O:20])[C:4]1[CH:9]=[C:8]([N+:10]([O-:12])=[O:11])[CH:7]=[CH:6][C:5]=1[NH:13][C:14](=[O:19])[CH2:15][C:16](=[O:18])[CH3:17].C[O-].[Na+]. The product is [C:16]([CH:15]1[C:3](=[O:20])[C:4]2[C:5](=[CH:6][CH:7]=[C:8]([N+:10]([O-:12])=[O:11])[CH:9]=2)[NH:13][C:14]1=[O:19])(=[O:18])[CH3:17]. The catalyst is CO. (6) The reactants are [CH:1]([C:3]1[CH:27]=[C:6]2[CH2:7][N:8]([C:12]([O:14][CH2:15][C:16]3[CH:21]=[C:20]([C:22]([F:25])([F:24])[F:23])[CH:19]=[C:18]([Cl:26])[CH:17]=3)=[O:13])[CH2:9][CH2:10][CH2:11][N:5]2[N:4]=1)=O.[S:28]1[CH2:32][CH2:31][N:30]=[C:29]1[NH2:33].[BH3-]C#N.[Na+]. The catalyst is C1COCC1.CC(O[Ti](OC(C)C)(OC(C)C)OC(C)C)C. The product is [S:28]1[CH2:32][CH2:31][N:30]=[C:29]1[NH:33][CH2:1][C:3]1[CH:27]=[C:6]2[CH2:7][N:8]([C:12]([O:14][CH2:15][C:16]3[CH:21]=[C:20]([C:22]([F:25])([F:24])[F:23])[CH:19]=[C:18]([Cl:26])[CH:17]=3)=[O:13])[CH2:9][CH2:10][CH2:11][N:5]2[N:4]=1. The yield is 0.200.